This data is from Reaction yield outcomes from USPTO patents with 853,638 reactions. The task is: Predict the reaction yield, written as a fraction of the theoretical maximum amount of product (1.0 means a 100% yield; for example, 0.34 means a 34% yield). The reactants are CN(C(ON1N=NC2C=CC=NC1=2)=[N+](C)C)C.F[P-](F)(F)(F)(F)F.[F:25][C:26]1[CH:27]=[C:28]([NH:37][C:38]([C@@H:40]2[NH:49][CH2:48][CH2:47][C:46]3[N:45]=[C:44]([O:50][CH3:51])[CH:43]=[CH:42][C:41]2=3)=[O:39])[CH:29]=[C:30]([F:36])[C:31]=1[Si:32]([CH3:35])([CH3:34])[CH3:33].[C:52]([O:56][C:57](=[O:66])[CH2:58][C@H:59]1[CH2:62][C@H:61]([C:63](O)=[O:64])[CH2:60]1)([CH3:55])([CH3:54])[CH3:53].CCN(C(C)C)C(C)C. The catalyst is CN(C=O)C.O. The product is [F:36][C:30]1[CH:29]=[C:28]([NH:37][C:38]([C@@H:40]2[N:49]([C:63]([C@H:61]3[CH2:60][C@H:59]([CH2:58][C:57]([O:56][C:52]([CH3:55])([CH3:54])[CH3:53])=[O:66])[CH2:62]3)=[O:64])[CH2:48][CH2:47][C:46]3[N:45]=[C:44]([O:50][CH3:51])[CH:43]=[CH:42][C:41]2=3)=[O:39])[CH:27]=[C:26]([F:25])[C:31]=1[Si:32]([CH3:35])([CH3:34])[CH3:33]. The yield is 0.666.